This data is from Reaction yield outcomes from USPTO patents with 853,638 reactions. The task is: Predict the reaction yield, written as a fraction of the theoretical maximum amount of product (1.0 means a 100% yield; for example, 0.34 means a 34% yield). The reactants are [Cl:1][CH:2]1[N:11]=[C:10](Cl)[C:9]2[CH2:8][CH2:7][CH2:6][CH2:5][C:4]=2[NH:3]1.[CH3:13][O:14][C:15]1[CH:22]=[CH:21][C:18]([NH:19][CH3:20])=[CH:17][CH:16]=1.Cl. The catalyst is C(O)(C)C. The product is [Cl:1][C:2]1[N:11]=[C:10]([N:19]([C:18]2[CH:21]=[CH:22][C:15]([O:14][CH3:13])=[CH:16][CH:17]=2)[CH3:20])[C:9]2[CH2:8][CH2:7][CH2:6][CH2:5][C:4]=2[N:3]=1. The yield is 0.500.